From a dataset of Forward reaction prediction with 1.9M reactions from USPTO patents (1976-2016). Predict the product of the given reaction. (1) Given the reactants Cl.[NH2:2][C:3]1[C:8]2[N:9]=[C:10]([CH3:19])[N:11]([CH2:12][CH2:13][CH2:14][NH:15]C(=O)C)[C:7]=2[C:6]([CH3:20])=[C:5]([CH3:21])[N:4]=1, predict the reaction product. The product is: [NH2:15][CH2:14][CH2:13][CH2:12][N:11]1[C:7]2[C:6]([CH3:20])=[C:5]([CH3:21])[N:4]=[C:3]([NH2:2])[C:8]=2[N:9]=[C:10]1[CH3:19]. (2) Given the reactants [CH3:1][N:2]1[C:6]([C:7]2[CH:8]=[C:9]([NH2:21])[CH:10]=[CH:11][C:12]=2[O:13][CH2:14][CH2:15][N:16]2[CH2:20][CH2:19][CH2:18][CH2:17]2)=[CH:5][CH:4]=[N:3]1.[F:22][C:23]1[CH:24]=[C:25]([CH:29]=[CH:30][C:31]=1[C:32]([F:35])([F:34])[F:33])[C:26](Cl)=[O:27].C(N(CC)CC)C, predict the reaction product. The product is: [F:22][C:23]1[CH:24]=[C:25]([CH:29]=[CH:30][C:31]=1[C:32]([F:33])([F:34])[F:35])[C:26]([NH:21][C:9]1[CH:10]=[CH:11][C:12]([O:13][CH2:14][CH2:15][N:16]2[CH2:20][CH2:19][CH2:18][CH2:17]2)=[C:7]([C:6]2[N:2]([CH3:1])[N:3]=[CH:4][CH:5]=2)[CH:8]=1)=[O:27]. (3) Given the reactants [Cl:1][C:2]1[CH:3]=[CH:4][C:5]([CH:18]=O)=[C:6]([N:8]2[CH2:12][CH2:11][C@@H:10]([NH:13][S:14]([CH3:17])(=[O:16])=[O:15])[CH2:9]2)[CH:7]=1.[N:20]1([C:26]([O:28][C:29]([CH3:32])([CH3:31])[CH3:30])=[O:27])[CH2:25][CH2:24][NH:23][CH2:22][CH2:21]1.ClCCCl.[BH-](OC(C)=O)(OC(C)=O)OC(C)=O.[Na+], predict the reaction product. The product is: [Cl:1][C:2]1[CH:3]=[CH:4][C:5]([CH2:18][N:23]2[CH2:22][CH2:21][N:20]([C:26]([O:28][C:29]([CH3:32])([CH3:31])[CH3:30])=[O:27])[CH2:25][CH2:24]2)=[C:6]([N:8]2[CH2:12][CH2:11][C@@H:10]([NH:13][S:14]([CH3:17])(=[O:15])=[O:16])[CH2:9]2)[CH:7]=1. (4) The product is: [F:14][C:15]1[C:20]([CH:21]([CH3:23])[CH3:22])=[CH:19][C:18]([C:2]2[C:3]([CH:4]=[O:5])=[CH:6][C:7]([C:10]([F:13])([F:12])[F:11])=[CH:8][CH:9]=2)=[C:17]([O:27][CH3:28])[CH:16]=1. Given the reactants I[C:2]1[CH:9]=[CH:8][C:7]([C:10]([F:13])([F:12])[F:11])=[CH:6][C:3]=1[CH:4]=[O:5].[F:14][C:15]1[C:20]([CH:21]([CH3:23])[CH3:22])=[CH:19][C:18](B(O)O)=[C:17]([O:27][CH3:28])[CH:16]=1, predict the reaction product. (5) Given the reactants O=[C:2]1[CH:7]=[CH:6][CH:5]=[CH:4][CH:3]1[CH2:8][C:9]([O:11][CH2:12][CH3:13])=[O:10].C[Si](C)(C)[C:16]([F:19])([F:18])[F:17].CCCC[N+](CCCC)(CCCC)CCCC.[F-].C1C[O:43]CC1, predict the reaction product. The product is: [C:3]1([C:8]([OH:43])([C:16]([F:19])([F:18])[F:17])[C:9]([O:11][CH2:12][CH3:13])=[O:10])[CH:4]=[CH:5][CH:6]=[CH:7][CH:2]=1. (6) Given the reactants [C:1]([O:5][C:6]([N:8]1[CH2:13][CH2:12][CH:11]([O:14][C:15]2[C:16]([C:31](OC)=[O:32])=[N:17][N:18]([C:22]3[CH:27]=[CH:26][C:25]([C:28]#[N:29])=[C:24]([F:30])[CH:23]=3)[C:19](=[O:21])[CH:20]=2)[CH2:10][CH2:9]1)=[O:7])([CH3:4])([CH3:3])[CH3:2].[BH4-].[Na+].CCOC(C)=O.O, predict the reaction product. The product is: [C:28]([C:25]1[CH:26]=[CH:27][C:22]([N:18]2[C:19](=[O:21])[CH:20]=[C:15]([O:14][CH:11]3[CH2:10][CH2:9][N:8]([C:6]([O:5][C:1]([CH3:2])([CH3:3])[CH3:4])=[O:7])[CH2:13][CH2:12]3)[C:16]([CH2:31][OH:32])=[N:17]2)=[CH:23][C:24]=1[F:30])#[N:29]. (7) Given the reactants N[C:2]1[C:6]([C:7]([OH:9])=O)=[CH:5][N:4]([C:10]2[N:19]=[CH:18][C:17]3[CH2:16][CH2:15][C:14]4[CH:20]=[C:21](OC)[CH:22]=[CH:23][C:13]=4[C:12]=3[N:11]=2)[N:3]=1.C([N:29](C(C)C)CC)(C)C.[CH3:35][N:36]1[CH2:41][CH2:40][N:39]([CH2:42][CH2:43][C:44]2[CH:49]=[CH:48][C:47]([NH2:50])=[CH:46][CH:45]=2)[CH2:38][CH2:37]1.CN([C:54]([O:58]N1N=NC2C=CC=CC1=2)=[N+](C)C)C.F[P-](F)(F)(F)(F)F, predict the reaction product. The product is: [CH3:35][N:36]1[CH2:41][CH2:40][N:39]([CH2:42][CH2:43][C:44]2[CH:45]=[CH:46][C:47]([NH:50][C:7]([C:6]3[CH:2]=[N:3][N:4]([C:10]4[N:19]=[CH:18][C:17]5[CH2:16][CH2:15][C:14]6[C:20]([O:58][CH3:54])=[CH:21][CH:22]=[CH:23][C:13]=6[C:12]=5[N:11]=4)[C:5]=3[NH2:29])=[O:9])=[CH:48][CH:49]=2)[CH2:38][CH2:37]1. (8) Given the reactants [NH2:1][C:2]1[CH:3]=[C:4]2[C:8](=[CH:9][CH:10]=1)[CH2:7][CH2:6][CH2:5]2.[CH3:11][N:12]([CH3:26])[C:13]1([C:20]2[CH:25]=[CH:24][CH:23]=[CH:22][CH:21]=2)[CH2:18][CH2:17][C:16](=O)[CH2:15][CH2:14]1.C(O)(=O)C.C(O[BH-](OC(=O)C)OC(=O)C)(=O)C.[Na+], predict the reaction product. The product is: [CH2:7]1[C:8]2[C:4](=[CH:3][C:2]([NH:1][CH:16]3[CH2:15][CH2:14][C:13]([C:20]4[CH:21]=[CH:22][CH:23]=[CH:24][CH:25]=4)([N:12]([CH3:26])[CH3:11])[CH2:18][CH2:17]3)=[CH:10][CH:9]=2)[CH2:5][CH2:6]1.